From a dataset of KCNQ2 potassium channel screen with 302,405 compounds. Binary Classification. Given a drug SMILES string, predict its activity (active/inactive) in a high-throughput screening assay against a specified biological target. (1) The drug is o1c2c(c3c4CCCCCc4nc(NC(=O)C)c3c1=O)cccc2. The result is 0 (inactive). (2) The compound is Clc1c(C(=O)Nc2cc(ccc2)C(=O)N\N=C\c2sccc2)cccc1. The result is 0 (inactive). (3) The drug is S(=O)(=O)(N1CCOCC1)c1cc(NC(=O)CSc2sc(nn2)N)c(N(CC)CC)cc1. The result is 0 (inactive). (4) The molecule is Fc1ccc(CCNC(=O)Cn2c3c(nc2NCCO)cccc3)cc1. The result is 0 (inactive). (5) The drug is O(c1ccc(Cn2nnc3c2cccc3)cc1)C. The result is 0 (inactive).